From a dataset of Catalyst prediction with 721,799 reactions and 888 catalyst types from USPTO. Predict which catalyst facilitates the given reaction. (1) Product: [CH3:32][O:31][C:28]1[CH:29]=[CH:30][C:25]([C:23]2[N:20]=[C:18]([NH:17][C:14]3[CH:13]=[CH:12][C:11]([C:6]4[CH:7]=[CH:8][CH:9]=[C:10]5[C:5]=4[CH2:4][NH:3][C:2]5=[O:1])=[CH:16][CH:15]=3)[S:19][CH:22]=2)=[CH:26][CH:27]=1. Reactant: [O:1]=[C:2]1[C:10]2[C:5](=[C:6]([C:11]3[CH:16]=[CH:15][C:14]([NH:17][C:18]([NH2:20])=[S:19])=[CH:13][CH:12]=3)[CH:7]=[CH:8][CH:9]=2)[CH2:4][NH:3]1.Br[CH2:22][C:23]([C:25]1[CH:30]=[CH:29][C:28]([O:31][CH3:32])=[CH:27][CH:26]=1)=O. The catalyst class is: 8. (2) Reactant: [C:1]([N:4]1[C:13]2[C:8](=[CH:9][C:10]([C:14](O)=[O:15])=[CH:11][CH:12]=2)[CH:7]([NH:17][C:18]([O:20][CH2:21][C:22]2[CH:27]=[CH:26][CH:25]=[CH:24][CH:23]=2)=[O:19])[CH:6]([CH3:28])[CH:5]1[CH:29]1[CH2:31][CH2:30]1)(=[O:3])[CH3:2].S(Cl)([Cl:34])=O. Product: [C:1]([N:4]1[C:13]2[C:8](=[CH:9][C:10]([C:14]([Cl:34])=[O:15])=[CH:11][CH:12]=2)[C@H:7]([NH:17][C:18](=[O:19])[O:20][CH2:21][C:22]2[CH:27]=[CH:26][CH:25]=[CH:24][CH:23]=2)[C@@H:6]([CH3:28])[C@@H:5]1[CH:29]1[CH2:31][CH2:30]1)(=[O:3])[CH3:2]. The catalyst class is: 4. (3) Reactant: C(OC([N:8]([C:21]1[CH:22]=[C:23]([CH:53]=[CH:54][C:55]=1[O:56][CH3:57])[C:24]([O:26][C@H:27]([C:38]1[CH:43]=[CH:42][C:41]([O:44][CH:45]([F:47])[F:46])=[C:40]([O:48][CH2:49][CH:50]2[CH2:52][CH2:51]2)[CH:39]=1)[CH2:28][C:29]1[C:34]([Cl:35])=[CH:33][N+:32]([O-:36])=[CH:31][C:30]=1[Cl:37])=[O:25])[S:9]([CH2:12][CH2:13][N:14]1[CH2:19][CH2:18][N:17]([CH3:20])[CH2:16][CH2:15]1)(=[O:11])=[O:10])=O)(C)(C)C.O1CCOCC1. Product: [Cl:35][C:34]1[CH:33]=[N+:32]([O-:36])[CH:31]=[C:30]([Cl:37])[C:29]=1[CH2:28][C@@H:27]([C:38]1[CH:43]=[CH:42][C:41]([O:44][CH:45]([F:46])[F:47])=[C:40]([O:48][CH2:49][CH:50]2[CH2:52][CH2:51]2)[CH:39]=1)[O:26][C:24](=[O:25])[C:23]1[CH:53]=[CH:54][C:55]([O:56][CH3:57])=[C:21]([NH:8][S:9]([CH2:12][CH2:13][N:14]2[CH2:15][CH2:16][N:17]([CH3:20])[CH2:18][CH2:19]2)(=[O:10])=[O:11])[CH:22]=1. The catalyst class is: 473. (4) Reactant: [Cl:1][C:2]1[C:3](=[O:29])[N:4]([C:18]2[CH:23]=[C:22]([C:24](=O)[C:25]#[CH:26])[CH:21]=[CH:20][C:19]=2[CH3:28])[C:5]([CH3:17])=[N:6][C:7]=1[O:8][CH2:9][C:10]1[CH:15]=[CH:14][CH:13]=[C:12]([F:16])[N:11]=1.Cl.[OH:31][C:32]([CH3:37])([CH3:36])[C:33]([NH2:35])=[NH:34].C(=O)([O-])[O-].[K+].[K+]. Product: [Cl:1][C:2]1[C:3](=[O:29])[N:4]([C:18]2[CH:23]=[C:22]([C:24]3[CH:25]=[CH:26][N:35]=[C:33]([C:32]([OH:31])([CH3:37])[CH3:36])[N:34]=3)[CH:21]=[CH:20][C:19]=2[CH3:28])[C:5]([CH3:17])=[N:6][C:7]=1[O:8][CH2:9][C:10]1[CH:15]=[CH:14][CH:13]=[C:12]([F:16])[N:11]=1. The catalyst class is: 10. (5) Reactant: [C:1]([C:5]1[CH:6]=[C:7]2[C:12](=[C:13]([F:15])[CH:14]=1)[C:11](=[O:16])[N:10]([C:17]1[C:18]([CH2:53][OH:54])=[C:19]([C:23]3[CH:24]=[C:25]([NH:31][C:32]4[N:37]=[CH:36][C:35]([N:38]5[CH:43]6[CH2:44][CH2:45][CH:39]5[CH2:40][N:41](C(OC(C)(C)C)=O)[CH2:42]6)=[CH:34][CH:33]=4)[C:26](=[O:30])[N:27]([CH3:29])[N:28]=3)[CH:20]=[CH:21][CH:22]=1)[N:9]=[CH:8]2)([CH3:4])([CH3:3])[CH3:2]. Product: [CH:39]12[N:38]([C:35]3[CH:34]=[CH:33][C:32]([NH:31][C:25]4[C:26](=[O:30])[N:27]([CH3:29])[N:28]=[C:23]([C:19]5[C:18]([CH2:53][OH:54])=[C:17]([N:10]6[N:9]=[CH:8][C:7]7[C:12](=[C:13]([F:15])[CH:14]=[C:5]([C:1]([CH3:4])([CH3:2])[CH3:3])[CH:6]=7)[C:11]6=[O:16])[CH:22]=[CH:21][CH:20]=5)[CH:24]=4)=[N:37][CH:36]=3)[CH:43]([CH2:44][CH2:45]1)[CH2:42][NH:41][CH2:40]2. The catalyst class is: 4. (6) Reactant: [C:1]([O:7][CH2:8][CH2:9][O:10][CH3:11])(=[O:6])[CH2:2][C:3]([CH3:5])=O.[Br:12][C:13]1[CH:14]=[C:15]([CH:18]=[CH:19][CH:20]=1)[CH:16]=O.[NH4+:21].[OH-:22]. Product: [Br:12][C:13]1[CH:14]=[C:15]([CH:16]2[C:2]([C:1]([O:7][CH2:8][CH2:9][O:10][CH3:11])=[O:6])=[C:3]([CH3:5])[NH:21][C:3]([CH3:5])=[C:2]2[C:1]([O:7][CH2:8][CH2:9][O:10][CH3:11])=[O:22])[CH:18]=[CH:19][CH:20]=1. The catalyst class is: 271.